This data is from Reaction yield outcomes from USPTO patents with 853,638 reactions. The task is: Predict the reaction yield, written as a fraction of the theoretical maximum amount of product (1.0 means a 100% yield; for example, 0.34 means a 34% yield). (1) The reactants are [NH2:1][CH2:2][C:3]1[CH:8]=[C:7]([O:9][C:10]2[CH:15]=[CH:14][C:13]([NH:16][C:17]3[CH:22]=[C:21]([C:23]4[CH:28]=[CH:27][CH:26]=[CH:25][CH:24]=4)[N:20]=[C:19]([NH2:29])[N:18]=3)=[CH:12][CH:11]=2)[CH:6]=[CH:5][N:4]=1.[CH2:30]([N:32]([CH2:36][CH3:37])[C:33](Cl)=[O:34])[CH3:31]. The catalyst is C1COCC1. The product is [NH2:29][C:19]1[N:18]=[C:17]([NH:16][C:13]2[CH:12]=[CH:11][C:10]([O:9][C:7]3[CH:6]=[CH:5][N:4]=[C:3]([CH2:2][NH:1][C:33](=[O:34])[N:32]([CH2:36][CH3:37])[CH2:30][CH3:31])[CH:8]=3)=[CH:15][CH:14]=2)[CH:22]=[C:21]([C:23]2[CH:28]=[CH:27][CH:26]=[CH:25][CH:24]=2)[N:20]=1. The yield is 0.630. (2) The reactants are [C:1](Cl)(=[O:3])[CH3:2].[NH2:5][C:6]1[CH:7]=[CH:8][C:9]([CH3:25])=[C:10]([NH:12][C:13]2[CH:14]=[C:15]3[C:19](=[CH:20][CH:21]=2)[C:18](=[O:22])[C:17]([CH3:24])([CH3:23])[CH2:16]3)[CH:11]=1. The catalyst is C(Cl)(Cl)Cl.O. The product is [CH3:24][C:17]1([CH3:23])[CH2:16][C:15]2[C:19](=[CH:20][CH:21]=[C:13]([NH:12][C:10]3[CH:11]=[C:6]([NH:5][C:1](=[O:3])[CH3:2])[CH:7]=[CH:8][C:9]=3[CH3:25])[CH:14]=2)[C:18]1=[O:22]. The yield is 0.370. (3) The reactants are I[C:2]1[CH:7]=[CH:6][N:5]=[CH:4][CH:3]=1.C([Mg]Br)C.[O:12]=[C:13]([CH3:19])[C:14]([O:16][CH2:17][CH3:18])=[O:15].CO.C(Cl)Cl. The catalyst is C1COCC1. The product is [OH:12][C:13]([C:2]1[CH:7]=[CH:6][N:5]=[CH:4][CH:3]=1)([CH3:19])[C:14]([O:16][CH2:17][CH3:18])=[O:15]. The yield is 0.250. (4) The reactants are [K+].[N:2]1([CH2:8][CH2:9][C:10]([O-:12])=O)[CH2:7][CH2:6][O:5][CH2:4][CH2:3]1.C(OC(=O)CCN1CCOCC1)C.FC(F)(F)C(O)=O.[C:33]1([C:39]2[CH:44]=[C:43]([CH:45]3[CH2:50][CH2:49][NH:48][CH2:47][CH2:46]3)[CH:42]=[CH:41][C:40]=2[NH:51][C:52]([C:54]2[NH:55][CH:56]=[C:57]([C:59]#[N:60])[N:58]=2)=[O:53])[CH2:38][CH2:37][CH2:36][CH2:35][CH:34]=1.CCN=C=NCCCN(C)C.C1C=CC2N(O)N=NC=2C=1.CCN(C(C)C)C(C)C. The catalyst is O.CN(C=O)C. The product is [C:33]1([C:39]2[CH:44]=[C:43]([CH:45]3[CH2:46][CH2:47][N:48]([C:10](=[O:12])[CH2:9][CH2:8][N:2]4[CH2:3][CH2:4][O:5][CH2:6][CH2:7]4)[CH2:49][CH2:50]3)[CH:42]=[CH:41][C:40]=2[NH:51][C:52]([C:54]2[NH:55][CH:56]=[C:57]([C:59]#[N:60])[N:58]=2)=[O:53])[CH2:38][CH2:37][CH2:36][CH2:35][CH:34]=1. The yield is 0.0600. (5) The reactants are [Cl:1][C:2]1[CH:7]=[CH:6][CH:5]=[CH:4][C:3]=1[N:8]1[C:12]([S:13][C:14]2[CH:19]=[CH:18][N:17]=[C:16]([CH3:20])[CH:15]=2)=[CH:11][C:10]([CH2:21][N:22]([CH3:30])[C:23](=[O:29])[O:24][C:25]([CH3:28])([CH3:27])[CH3:26])=[N:9]1.C(#N)C.C([O-])([O-])=[O:35].C([O-])([O-])=O.OO.OO.OO.[Na+].[Na+].[Na+].[Na+].[OH2:52]. No catalyst specified. The product is [Cl:1][C:2]1[CH:7]=[CH:6][CH:5]=[CH:4][C:3]=1[N:8]1[C:12]([S:13]([C:14]2[CH:19]=[CH:18][N:17]=[C:16]([CH3:20])[CH:15]=2)(=[O:35])=[O:52])=[CH:11][C:10]([CH2:21][N:22]([CH3:30])[C:23](=[O:29])[O:24][C:25]([CH3:27])([CH3:26])[CH3:28])=[N:9]1. The yield is 0.710. (6) The reactants are [CH3:1][O:2][C:3]([C:5]1[C:10]([O:11][CH3:12])=[C:9](N)[N:8]=[C:7]([C:14]2[CH:19]=[CH:18][C:17]([Cl:20])=[C:16]([O:21][CH3:22])[C:15]=2[F:23])[N:6]=1)=[O:4].C(#N)C.N([O-])=[O:28].[Na+].[OH-].[Na+]. The product is [CH3:1][O:2][C:3]([C:5]1[C:10]([O:11][CH3:12])=[C:9]([OH:28])[N:8]=[C:7]([C:14]2[CH:19]=[CH:18][C:17]([Cl:20])=[C:16]([O:21][CH3:22])[C:15]=2[F:23])[N:6]=1)=[O:4]. The yield is 0.750. The catalyst is OS(O)(=O)=O. (7) The reactants are CS(C)=O.CCN(C(C)C)C(C)C.[F:14][C:15]([F:40])([C:29]1[C:38]2[C:33](=[CH:34][CH:35]=[CH:36][CH:37]=2)[C:32]([F:39])=[CH:31][CH:30]=1)[CH2:16][NH:17][C:18]1[C:19]([F:28])=[C:20]([CH2:25][CH2:26][OH:27])[C:21]([Cl:24])=[CH:22][CH:23]=1. The catalyst is C(Cl)Cl. The product is [F:40][C:15]([F:14])([C:29]1[C:38]2[C:33](=[CH:34][CH:35]=[CH:36][CH:37]=2)[C:32]([F:39])=[CH:31][CH:30]=1)[CH2:16][NH:17][C:18]1[C:19]([F:28])=[C:20]([CH2:25][CH:26]=[O:27])[C:21]([Cl:24])=[CH:22][CH:23]=1. The yield is 1.00.